This data is from NCI-60 drug combinations with 297,098 pairs across 59 cell lines. The task is: Regression. Given two drug SMILES strings and cell line genomic features, predict the synergy score measuring deviation from expected non-interaction effect. Drug 1: CCCS(=O)(=O)NC1=C(C(=C(C=C1)F)C(=O)C2=CNC3=C2C=C(C=N3)C4=CC=C(C=C4)Cl)F. Drug 2: C1=CN(C=N1)CC(O)(P(=O)(O)O)P(=O)(O)O. Cell line: NCI-H522. Synergy scores: CSS=11.1, Synergy_ZIP=3.68, Synergy_Bliss=4.89, Synergy_Loewe=4.66, Synergy_HSA=4.58.